Dataset: Reaction yield outcomes from USPTO patents with 853,638 reactions. Task: Predict the reaction yield, written as a fraction of the theoretical maximum amount of product (1.0 means a 100% yield; for example, 0.34 means a 34% yield). (1) The reactants are C(S[C:4]1[C:8]([C:9]2[N:21]([CH3:22])[C:12]3=[N:13][CH:14]=[C:15]([C:17]([F:20])([F:19])[F:18])[CH:16]=[C:11]3[N:10]=2)=[N:7][S:6][N:5]=1)C.[CH:23]1C=C(Cl)C=C(C(OO)=O)[CH:24]=1.C([O-])(O)=O.[Na+].[O-:39][S:40]([O-:42])=O.[Na+].[Na+]. The catalyst is C(Cl)Cl.O. The product is [CH2:23]([S:40]([C:4]1[C:8]([C:9]2[N:21]([CH3:22])[C:12]3=[N:13][CH:14]=[C:15]([C:17]([F:19])([F:18])[F:20])[CH:16]=[C:11]3[N:10]=2)=[N:7][S:6][N:5]=1)(=[O:42])=[O:39])[CH3:24]. The yield is 0.750. (2) The reactants are [F:1][C:2]1[CH:7]=[C:6]([S:8][CH3:9])[CH:5]=[C:4]([F:10])[C:3]=1B1OC(C)(C)C(C)(C)O1.Br[C:21]1[N:26]=[C:25]([C:27]([O:29][CH3:30])=[O:28])[CH:24]=[CH:23][C:22]=1[F:31].CCN(C(C)C)C(C)C.O1CCOCC1. The catalyst is CC(C)([P](C(C)(C)C)([Pd][P](C(C)(C)C)(C(C)(C)C)C(C)(C)C)C(C)(C)C)C.O. The product is [F:10][C:4]1[CH:5]=[C:6]([S:8][CH3:9])[CH:7]=[C:2]([F:1])[C:3]=1[C:21]1[N:26]=[C:25]([C:27]([O:29][CH3:30])=[O:28])[CH:24]=[CH:23][C:22]=1[F:31]. The yield is 0.400.